This data is from Peptide-MHC class II binding affinity with 134,281 pairs from IEDB. The task is: Regression. Given a peptide amino acid sequence and an MHC pseudo amino acid sequence, predict their binding affinity value. This is MHC class II binding data. (1) The peptide sequence is FLLYVVVVDLPTHIA. The MHC is DRB1_1501 with pseudo-sequence DRB1_1501. The binding affinity (normalized) is 0. (2) The peptide sequence is AAATAVTTVYGAFAA. The MHC is HLA-DQA10501-DQB10301 with pseudo-sequence HLA-DQA10501-DQB10301. The binding affinity (normalized) is 0.617. (3) The MHC is HLA-DQA10301-DQB10302 with pseudo-sequence HLA-DQA10301-DQB10302. The peptide sequence is MRNVFDDVVPADFKV. The binding affinity (normalized) is 0. (4) The peptide sequence is EVQKVSQPATGAATV. The MHC is HLA-DPA10103-DPB10301 with pseudo-sequence HLA-DPA10103-DPB10301. The binding affinity (normalized) is 0.502.